This data is from Full USPTO retrosynthesis dataset with 1.9M reactions from patents (1976-2016). The task is: Predict the reactants needed to synthesize the given product. Given the product [NH2:11][C:10]1[C:2]([CH3:1])=[CH:3][C:4]([C:5]([OH:7])=[O:6])=[CH:8][C:9]=1[CH3:14], predict the reactants needed to synthesize it. The reactants are: [CH3:1][C:2]1[CH:3]=[C:4]([CH:8]=[C:9]([CH3:14])[C:10]=1[N+:11]([O-])=O)[C:5]([OH:7])=[O:6].